This data is from Catalyst prediction with 721,799 reactions and 888 catalyst types from USPTO. The task is: Predict which catalyst facilitates the given reaction. (1) Reactant: [Cl:1][C:2]1[CH:7]=[CH:6][C:5](/[CH:8]=[CH:9]/[C:10]([N:12]2[CH2:17][CH2:16][NH:15][CH2:14][CH2:13]2)=[O:11])=[C:4]([CH2:18][N:19]2[N:23]=[N:22][C:21]([CH3:24])=[N:20]2)[CH:3]=1.C(O)(=O)C.[CH3:29][O:30][C:31]1[CH:32]=[CH:33][C:34]([CH:37]=O)=[N:35][CH:36]=1.B.N1C=CC=CC=1C. Product: [Cl:1][C:2]1[CH:7]=[CH:6][C:5](/[CH:8]=[CH:9]/[C:10]([N:12]2[CH2:13][CH2:14][N:15]([CH2:37][C:34]3[CH:33]=[CH:32][C:31]([O:30][CH3:29])=[CH:36][N:35]=3)[CH2:16][CH2:17]2)=[O:11])=[C:4]([CH2:18][N:19]2[N:23]=[N:22][C:21]([CH3:24])=[N:20]2)[CH:3]=1. The catalyst class is: 5. (2) Reactant: [NH2:1][C:2]1[C:10]2[C:5](=[CH:6][C:7]([Br:11])=[CH:8][CH:9]=2)[NH:4][C:3]=1[C:12]([NH2:14])=[O:13].[O:15]=[C:16](Cl)OC(Cl)(Cl)Cl.O. Product: [Br:11][C:7]1[CH:8]=[CH:9][C:10]2[C:2]3[NH:1][C:16](=[O:15])[NH:14][C:12](=[O:13])[C:3]=3[NH:4][C:5]=2[CH:6]=1. The catalyst class is: 12.